From a dataset of Full USPTO retrosynthesis dataset with 1.9M reactions from patents (1976-2016). Predict the reactants needed to synthesize the given product. (1) Given the product [CH2:1]([O:8][C:9](=[O:44])[NH:10][C@H:11]([C:13](=[O:43])[NH:14][C@H:15]([C:26](=[O:42])[NH:27][C@@H:28]([CH2:35][C:36]1[CH:41]=[CH:40][CH:39]=[CH:38][CH:37]=1)[C:29]([C:30](=[O:33])[NH:31][CH3:32])=[O:34])[CH2:16][C:17]1[C:25]2[C:20](=[CH:21][CH:22]=[CH:23][CH:24]=2)[NH:19][CH:18]=1)[CH3:12])[C:2]1[CH:7]=[CH:6][CH:5]=[CH:4][CH:3]=1, predict the reactants needed to synthesize it. The reactants are: [CH2:1]([O:8][C:9](=[O:44])[NH:10][C@H:11]([C:13](=[O:43])[NH:14][C@H:15]([C:26](=[O:42])[NH:27][C@@H:28]([CH2:35][C:36]1[CH:41]=[CH:40][CH:39]=[CH:38][CH:37]=1)[CH:29]([OH:34])[C:30](=[O:33])[NH:31][CH3:32])[CH2:16][C:17]1[C:25]2[C:20](=[CH:21][CH:22]=[CH:23][CH:24]=2)[NH:19][CH:18]=1)[CH3:12])[C:2]1[CH:7]=[CH:6][CH:5]=[CH:4][CH:3]=1.CC(OI1(OC(C)=O)(OC(C)=O)OC(=O)C2C=CC=CC1=2)=O. (2) Given the product [CH3:1][N:2]1[CH:6]([CH:7]2[CH2:9][CH:8]2[C:10]2[CH:15]=[CH:14][CH:13]=[CH:12][CH:11]=2)[CH2:5][CH:4]([CH2:16][N:18]2[CH2:23][CH2:22][CH2:21][CH2:20][CH2:19]2)[C:3]1=[O:17], predict the reactants needed to synthesize it. The reactants are: [CH3:1][N:2]1[CH:6]([CH:7]2[CH2:9][CH:8]2[C:10]2[CH:15]=[CH:14][CH:13]=[CH:12][CH:11]=2)[CH2:5][C:4](=[CH2:16])[C:3]1=[O:17].[NH:18]1[CH2:23][CH2:22][CH2:21][CH2:20][CH2:19]1. (3) Given the product [Cl:1][C:2]1[N:7]=[C:6]([C:8]([O:10][CH3:11])=[O:9])[CH:5]=[C:4]([N:18]2[CH:22]=[CH:21][CH:20]=[N:19]2)[N:3]=1, predict the reactants needed to synthesize it. The reactants are: [Cl:1][C:2]1[N:7]=[C:6]([C:8]([O:10][CH3:11])=[O:9])[CH:5]=[C:4](Cl)[N:3]=1.C(=O)(O)[O-].[Na+].[NH:18]1[CH:22]=[CH:21][CH:20]=[N:19]1. (4) Given the product [Cl:1][C:2]1[N:3]=[C:4]([NH:24][CH2:23][C:22]2[CH:25]=[CH:26][C:19]([O:18][CH3:17])=[CH:20][CH:21]=2)[CH:5]=[C:6]([Cl:8])[N:7]=1, predict the reactants needed to synthesize it. The reactants are: [Cl:1][C:2]1[N:7]=[C:6]([Cl:8])[CH:5]=[C:4](Cl)[N:3]=1.C(N(CC)CC)C.[CH3:17][O:18][C:19]1[CH:26]=[CH:25][C:22]([CH2:23][NH2:24])=[CH:21][CH:20]=1. (5) Given the product [C:37]([N:27]1[CH2:28][CH2:29][C:22]2([S:21][C:20]([C:17]3[NH:18][C:19]4[C:15]([CH:16]=3)=[CH:14][CH:13]=[CH:12][C:11]=4[N:2]([CH3:1])[S:3]([C:6]3[S:7][CH:8]=[CH:9][CH:10]=3)(=[O:4])=[O:5])=[N:24][CH2:23]2)[CH2:25][CH2:26]1)(=[O:36])[CH3:38], predict the reactants needed to synthesize it. The reactants are: [CH3:1][N:2]([C:11]1[CH:12]=[CH:13][CH:14]=[C:15]2[C:19]=1[NH:18][C:17]([C:20]1[S:21][C:22]3([CH2:29][CH2:28][NH:27][CH2:26][CH2:25]3)[CH2:23][N:24]=1)=[CH:16]2)[S:3]([C:6]1[S:7][CH:8]=[CH:9][CH:10]=1)(=[O:5])=[O:4].N1C=CC=CC=1.[O:36]1CC[CH2:38][CH2:37]1.C(OC(=O)C)(=O)C. (6) Given the product [Cl:1][C:2]1[CH:7]=[C:6]2[NH:8][C:9](=[O:32])[C:10]3([CH:15]([C:16]4[CH:21]=[CH:20][CH:19]=[C:18]([Cl:22])[CH:17]=4)[CH2:14][CH2:13][NH:12][CH:11]3[C:24]3[CH:29]=[CH:28][C:27]([F:30])=[C:26]([F:31])[CH:25]=3)[C:5]2=[CH:4][CH:3]=1, predict the reactants needed to synthesize it. The reactants are: [Cl:1][C:2]1[CH:7]=[C:6]2[NH:8][C:9](=[O:32])[C:10]3([CH:15]([C:16]4[CH:21]=[CH:20][CH:19]=[C:18]([Cl:22])[CH:17]=4)[CH2:14][C:13](=O)[NH:12][CH:11]3[C:24]3[CH:29]=[CH:28][C:27]([F:30])=[C:26]([F:31])[CH:25]=3)[C:5]2=[CH:4][CH:3]=1.[BH4-].[Na+]. (7) The reactants are: FC(F)(F)S([O-])(=O)=O.[Li+].[F:10][C:11]([F:16])([F:15])[C@@H:12]1[O:14][CH2:13]1.[CH2:17]([NH2:24])[C:18]1[CH:23]=[CH:22][CH:21]=[CH:20][CH:19]=1. Given the product [CH2:17]([NH:24][CH2:13][C@@H:12]([OH:14])[C:11]([F:16])([F:15])[F:10])[C:18]1[CH:23]=[CH:22][CH:21]=[CH:20][CH:19]=1, predict the reactants needed to synthesize it.